From a dataset of Full USPTO retrosynthesis dataset with 1.9M reactions from patents (1976-2016). Predict the reactants needed to synthesize the given product. (1) Given the product [N:28]1([C:21]2[N:22]=[C:23]3[C:18](=[CH:19][CH:20]=2)[N:17]=[CH:16][C:15]([C:25](=[O:27])[CH3:26])=[C:14]3[NH:13][C@H:10]2[CH2:11][CH2:12][C@H:7]([CH2:6][N:28]3[CH2:32][CH2:31][CH2:30][CH2:29]3)[CH2:8][CH2:9]2)[CH2:32][CH2:31][CH2:30][CH2:29]1, predict the reactants needed to synthesize it. The reactants are: CS(O[CH2:6][CH:7]1[CH2:12][CH2:11][CH:10]([NH:13][C:14]2[C:23]3[C:18](=[CH:19][CH:20]=[C:21](Cl)[N:22]=3)[N:17]=[CH:16][C:15]=2[C:25](=[O:27])[CH3:26])[CH2:9][CH2:8]1)(=O)=O.[NH:28]1[CH2:32][CH2:31][CH2:30][CH2:29]1. (2) Given the product [CH:28]1([C@H:23]([NH:22][C:20]([C:19]2[CH:18]=[CH:17][C:16]([C:34]3[CH:39]=[CH:38][CH:37]=[C:36]([F:40])[CH:35]=3)=[CH:15][C:14]=2[NH:13][C:11]([NH:10][C:3]2[C:2]([CH3:1])=[CH:7][C:6]([CH3:8])=[CH:5][C:4]=2[CH3:9])=[O:12])=[O:21])[C:24]([O:26][CH3:27])=[O:25])[CH2:33][CH2:32][CH2:31][CH2:30][CH2:29]1, predict the reactants needed to synthesize it. The reactants are: [CH3:1][C:2]1[CH:7]=[C:6]([CH3:8])[CH:5]=[C:4]([CH3:9])[C:3]=1[N:10]=[C:11]=[O:12].[NH2:13][C:14]1[CH:15]=[C:16]([C:34]2[CH:39]=[CH:38][CH:37]=[C:36]([F:40])[CH:35]=2)[CH:17]=[CH:18][C:19]=1[C:20]([NH:22][C@@H:23]([CH:28]1[CH2:33][CH2:32][CH2:31][CH2:30][CH2:29]1)[C:24]([O:26][CH3:27])=[O:25])=[O:21].CCCCCC.C(OCC)(=O)C. (3) Given the product [ClH:1].[ClH:1].[CH:15]([N:11]1[CH2:12][CH2:13][CH2:14][N:8]([C:5]2[N:6]=[N:7][C:2]([C:25]3[CH:26]=[CH:27][C:22]([NH:21][C:18](=[O:20])[CH3:19])=[CH:23][CH:24]=3)=[CH:3][CH:4]=2)[CH2:9][CH2:10]1)([CH3:17])[CH3:16], predict the reactants needed to synthesize it. The reactants are: [Cl:1][C:2]1[N:7]=[N:6][C:5]([N:8]2[CH2:14][CH2:13][CH2:12][N:11]([CH:15]([CH3:17])[CH3:16])[CH2:10][CH2:9]2)=[CH:4][CH:3]=1.[C:18]([NH:21][C:22]1[CH:27]=[CH:26][C:25](B(O)O)=[CH:24][CH:23]=1)(=[O:20])[CH3:19]. (4) Given the product [CH3:35][N:36]1[CH:40]=[C:39]([C:2]2[C:10]3[C:9]([N:11]4[CH2:16][CH2:15][CH:14]([NH:17][C:18](=[O:25])[C:19]5[CH:24]=[CH:23][CH:22]=[CH:21][CH:20]=5)[CH2:13][CH2:12]4)=[N:8][CH:7]=[N:6][C:5]=3[N:4]([S:26]([C:29]3[CH:34]=[CH:33][CH:32]=[CH:31][CH:30]=3)(=[O:28])=[O:27])[CH:3]=2)[CH:38]=[N:37]1, predict the reactants needed to synthesize it. The reactants are: Br[C:2]1[C:10]2[C:9]([N:11]3[CH2:16][CH2:15][CH:14]([NH:17][C:18](=[O:25])[C:19]4[CH:24]=[CH:23][CH:22]=[CH:21][CH:20]=4)[CH2:13][CH2:12]3)=[N:8][CH:7]=[N:6][C:5]=2[N:4]([S:26]([C:29]2[CH:34]=[CH:33][CH:32]=[CH:31][CH:30]=2)(=[O:28])=[O:27])[CH:3]=1.[CH3:35][N:36]1[CH:40]=[C:39](B2OC(C)(C)C(C)(C)O2)[CH:38]=[N:37]1.O.O.O.P([O-])([O-])([O-])=O.[K+].[K+].[K+].O. (5) Given the product [CH3:27][N:26]([CH3:28])[CH2:25][CH2:24][CH2:23][S:20]([N:17]1[CH2:18][CH2:19][CH:14]([C:5]2[C:4]3[C:8](=[C:9]([C:11]([NH2:13])=[O:12])[CH:10]=[C:2]([C:35]4[CH:34]=[CH:33][C:32]([O:31][C:30]([F:29])([F:41])[F:42])=[CH:37][CH:36]=4)[CH:3]=3)[NH:7][N:6]=2)[CH2:15][CH2:16]1)(=[O:22])=[O:21], predict the reactants needed to synthesize it. The reactants are: Br[C:2]1[CH:3]=[C:4]2[C:8](=[C:9]([C:11]([NH2:13])=[O:12])[CH:10]=1)[NH:7][N:6]=[C:5]2[CH:14]1[CH2:19][CH2:18][N:17]([S:20]([CH2:23][CH2:24][CH2:25][N:26]([CH3:28])[CH3:27])(=[O:22])=[O:21])[CH2:16][CH2:15]1.[F:29][C:30]([F:42])([F:41])[O:31][C:32]1[CH:37]=[CH:36][C:35](B(O)O)=[CH:34][CH:33]=1.C(=O)([O-])[O-].[K+].[K+]. (6) The reactants are: [CH3:1][C:2]1[N:3]([CH2:14][CH2:15][CH2:16][CH2:17][CH2:18][C:19]([O:21]CC)=[O:20])[C:4]2[CH2:5][C:6]([CH3:13])([CH3:12])[CH2:7][C:8](=[O:11])[C:9]=2[CH:10]=1.O.O.[OH-].[Li+]. Given the product [CH3:1][C:2]1[N:3]([CH2:14][CH2:15][CH2:16][CH2:17][CH2:18][C:19]([OH:21])=[O:20])[C:4]2[CH2:5][C:6]([CH3:13])([CH3:12])[CH2:7][C:8](=[O:11])[C:9]=2[CH:10]=1, predict the reactants needed to synthesize it. (7) Given the product [C:38]([O:42][C:43]([N:45]1[C:49]2=[CH:50][N:51]=[CH:52][C:53]([C:54]3[CH:59]=[C:58]([C:60]([C:20]4[NH:19][C:17]5=[N:18][C:13]([N:10]6[CH2:11][CH2:12][CH:7]([O:6][Si:5]([C:1]([CH3:3])([CH3:2])[CH3:4])([C:26]7[CH:31]=[CH:30][CH:29]=[CH:28][CH:27]=7)[C:32]7[CH:33]=[CH:34][CH:35]=[CH:36][CH:37]=7)[CH2:8][CH2:9]6)=[CH:14][CH:15]=[C:16]5[N:21]=4)=[O:61])[CH:57]=[CH:56][C:55]=3[C:64]#[N:65])=[C:48]2[CH:47]=[CH:46]1)=[O:44])([CH3:41])([CH3:39])[CH3:40], predict the reactants needed to synthesize it. The reactants are: [C:1]([Si:5]([C:32]1[CH:37]=[CH:36][CH:35]=[CH:34][CH:33]=1)([C:26]1[CH:31]=[CH:30][CH:29]=[CH:28][CH:27]=1)[O:6][CH:7]1[CH2:12][CH2:11][N:10]([C:13]2[N:18]=[C:17]3[N:19](CN(C)C)[CH:20]=[N:21][C:16]3=[CH:15][CH:14]=2)[CH2:9][CH2:8]1)([CH3:4])([CH3:3])[CH3:2].[C:38]([O:42][C:43]([N:45]1[C:49]2=[CH:50][N:51]=[CH:52][C:53]([C:54]3[CH:59]=[C:58]([C:60](OC)=[O:61])[CH:57]=[CH:56][C:55]=3[C:64]#[N:65])=[C:48]2[CH:47]=[CH:46]1)=[O:44])([CH3:41])([CH3:40])[CH3:39].[Li+].CC([N-]C(C)C)C. (8) Given the product [N:4]1[C:5]2[C:10](=[N:9][CH:8]=[CH:7][CH:6]=2)[CH:11]=[C:2]([NH2:12])[CH:3]=1, predict the reactants needed to synthesize it. The reactants are: Br[C:2]1[CH:3]=[N:4][C:5]2[C:10]([CH:11]=1)=[N:9][CH:8]=[CH:7][CH:6]=2.[NH4+:12].[OH-]. (9) Given the product [N+:1]([C:4]1[CH:5]=[C:6]2[C:10](=[CH:11][CH:12]=1)[NH:9][CH:8]=[C:7]2[CH2:23][CH:18]1[C:19](=[O:20])[O:21][C:14]([CH3:22])([CH3:13])[O:15][C:16]1=[O:17])([O-:3])=[O:2], predict the reactants needed to synthesize it. The reactants are: [N+:1]([C:4]1[CH:5]=[C:6]2[C:10](=[CH:11][CH:12]=1)[NH:9][CH:8]=[CH:7]2)([O-:3])=[O:2].[CH3:13][C:14]1([CH3:22])[O:21][C:19](=[O:20])[CH2:18][C:16](=[O:17])[O:15]1.[CH2:23]=O. (10) The reactants are: C1(P(C2C=CC=CC=2)C2C=CC=CC=2)C=CC=CC=1.[C-:20]#[N:21].[Na+].[NH2:23][C:24]1[CH:29]=[CH:28][C:27](Br)=[CH:26][N:25]=1. Given the product [NH2:23][C:24]1[CH:29]=[CH:28][C:27]([C:20]#[N:21])=[CH:26][N:25]=1, predict the reactants needed to synthesize it.